Dataset: Reaction yield outcomes from USPTO patents with 853,638 reactions. Task: Predict the reaction yield, written as a fraction of the theoretical maximum amount of product (1.0 means a 100% yield; for example, 0.34 means a 34% yield). (1) The reactants are [F:1][C:2]([F:16])([C:8]1[CH:13]=[CH:12][C:11]([O:14][CH3:15])=[CH:10][N:9]=1)[C:3]([O:5]CC)=[O:4].O.[OH-].[Li+]. The catalyst is C(O)C.O1CCCC1.O. The product is [F:16][C:2]([F:1])([C:8]1[CH:13]=[CH:12][C:11]([O:14][CH3:15])=[CH:10][N:9]=1)[C:3]([OH:5])=[O:4]. The yield is 0.850. (2) The reactants are [F:1][C:2]1[CH:12]=[C:11]([F:13])[CH:10]=[CH:9][C:3]=1[CH:4]=[CH:5][C:6]([OH:8])=[O:7].[H][H]. The catalyst is [Pd]. The product is [F:1][C:2]1[CH:12]=[C:11]([F:13])[CH:10]=[CH:9][C:3]=1[CH2:4][CH2:5][C:6]([OH:8])=[O:7]. The yield is 0.900. (3) The reactants are [N+:1]([C:4]1[CH:5]=[N:6][N:7]([S:9]([C:12]2[CH:18]=[CH:17][C:15]([CH3:16])=[CH:14][CH:13]=2)(=[O:11])=[O:10])[CH:8]=1)([O-])=O.[H][H]. The catalyst is [Pd].CO. The product is [S:9]([N:7]1[CH:8]=[C:4]([NH2:1])[CH:5]=[N:6]1)([C:12]1[CH:18]=[CH:17][C:15]([CH3:16])=[CH:14][CH:13]=1)(=[O:11])=[O:10]. The yield is 0.710. (4) The reactants are [C:1]([C@@H:9]1[CH2:14][CH2:13][CH2:12][N:11]([C:15]([O:17][C:18]([CH3:21])([CH3:20])[CH3:19])=[O:16])[CH2:10]1)(=[O:8])[C:2]1[CH:7]=[CH:6][CH:5]=[CH:4][CH:3]=1.[CH3:22][Si]([NH-])(C)C.C[Si]([NH-])(C)C.[Li+].[Li+].IC.CN1C(=O)N(C)CCC1. The catalyst is C1COCC1.[Cl-].[Na+].O. The product is [C:1]([C:9]1([CH3:22])[CH2:14][CH2:13][CH2:12][N:11]([C:15]([O:17][C:18]([CH3:21])([CH3:20])[CH3:19])=[O:16])[CH2:10]1)(=[O:8])[C:2]1[CH:3]=[CH:4][CH:5]=[CH:6][CH:7]=1. The yield is 0.650.